This data is from TCR-epitope binding with 47,182 pairs between 192 epitopes and 23,139 TCRs. The task is: Binary Classification. Given a T-cell receptor sequence (or CDR3 region) and an epitope sequence, predict whether binding occurs between them. The epitope is IVTDFSVIK. The TCR CDR3 sequence is CASSLQGTGANVLTF. Result: 1 (the TCR binds to the epitope).